From a dataset of Reaction yield outcomes from USPTO patents with 853,638 reactions. Predict the reaction yield, written as a fraction of the theoretical maximum amount of product (1.0 means a 100% yield; for example, 0.34 means a 34% yield). (1) The reactants are [CH:1]([C:3]1[CH:4]=[C:5]2[C:9](=[CH:10][CH:11]=1)[NH:8][CH:7]=[CH:6]2)=[CH2:2].[C:12](O[C:12]([O:14][C:15]([CH3:18])([CH3:17])[CH3:16])=[O:13])([O:14][C:15]([CH3:18])([CH3:17])[CH3:16])=[O:13]. The catalyst is C(#N)C.CN(C1C=CN=CC=1)C.C(Cl)Cl. The product is [C:15]([O:14][C:12]([N:8]1[C:9]2[C:5](=[CH:4][C:3]([CH:1]=[CH2:2])=[CH:11][CH:10]=2)[CH:6]=[CH:7]1)=[O:13])([CH3:18])([CH3:17])[CH3:16]. The yield is 0.590. (2) The reactants are C(O[BH-](OC(=O)C)OC(=O)C)(=O)C.[Na+].FC(F)(F)C(O)=O.[F:22][C:23]1[C:29]([O:30][CH3:31])=[CH:28][C:27]([O:32][CH3:33])=[C:26]([F:34])[C:24]=1[NH2:25].[Cl:35][C:36]1[N:43]=[CH:42][C:41]([CH:44]=O)=[C:40]([Cl:46])[C:37]=1[C:38]#[N:39].C([O-])(O)=O.[Na+]. The catalyst is C(Cl)Cl. The product is [Cl:35][C:36]1[N:43]=[CH:42][C:41]([CH2:44][NH:25][C:24]2[C:23]([F:22])=[C:29]([O:30][CH3:31])[CH:28]=[C:27]([O:32][CH3:33])[C:26]=2[F:34])=[C:40]([Cl:46])[C:37]=1[C:38]#[N:39]. The yield is 0.930. (3) The reactants are [CH2:1]([O:8][C:9]1[CH:18]=[CH:17][C:16]([NH:19][S:20]([C:23]2[CH:28]=[CH:27][CH:26]=[CH:25][C:24]=2[N+:29]([O-])=O)(=[O:22])=[O:21])=[C:15]2[C:10]=1[CH:11]=[CH:12][CH:13]=[N:14]2)[C:2]1[CH:7]=[CH:6][CH:5]=[CH:4][CH:3]=1.Cl[Sn]Cl. The catalyst is CCO. The product is [NH2:29][C:24]1[CH:25]=[CH:26][CH:27]=[CH:28][C:23]=1[S:20]([NH:19][C:16]1[CH:17]=[CH:18][C:9]([O:8][CH2:1][C:2]2[CH:3]=[CH:4][CH:5]=[CH:6][CH:7]=2)=[C:10]2[C:15]=1[N:14]=[CH:13][CH:12]=[CH:11]2)(=[O:21])=[O:22]. The yield is 0.860.